Task: Predict the product of the given reaction.. Dataset: Forward reaction prediction with 1.9M reactions from USPTO patents (1976-2016) (1) Given the reactants S(=O)(=O)(O)O.[Cl:6][CH2:7][C:8](=O)[CH2:9][C:10]([O:12][CH2:13][CH3:14])=[O:11].[F:16][C:17]1[C:23]([OH:24])=[C:22]([F:25])C=C[C:18]=1O, predict the reaction product. The product is: [Cl:6][CH2:7][C:8]1[C:14]2[C:13](=[C:22]([F:25])[C:23]([OH:24])=[C:17]([F:16])[CH:18]=2)[O:12][C:10](=[O:11])[CH:9]=1. (2) Given the reactants Cl.[Cl:2][C:3]1[N:4]=[C:5]([C:10]([NH:12][C@H:13]2[CH2:18][CH2:17][NH:16][CH2:15][C@H:14]2[O:19][CH3:20])=[O:11])[NH:6][C:7]=1[CH2:8][CH3:9].F[C:22]1[N:27]=[CH:26][C:25]([C:28]([O:30][CH3:31])=[O:29])=[CH:24][CH:23]=1.C(N(C(C)C)CC)(C)C, predict the reaction product. The product is: [Cl:2][C:3]1[N:4]=[C:5]([C:10]([NH:12][C@H:13]2[CH2:18][CH2:17][N:16]([C:22]3[N:27]=[CH:26][C:25]([C:28]([O:30][CH3:31])=[O:29])=[CH:24][CH:23]=3)[CH2:15][C@H:14]2[O:19][CH3:20])=[O:11])[NH:6][C:7]=1[CH2:8][CH3:9]. (3) The product is: [CH3:50][O:51][CH:52]([O:55][CH3:56])[CH2:53][NH:54][C:14]([C:10]1([C:7]2[CH:6]=[CH:5][C:4]([N+:1]([O-:3])=[O:2])=[CH:9][CH:8]=2)[CH2:11][CH2:12][CH2:13]1)=[O:16]. Given the reactants [N+:1]([C:4]1[CH:9]=[CH:8][C:7]([C:10]2([C:14]([OH:16])=O)[CH2:13][CH2:12][CH2:11]2)=[CH:6][CH:5]=1)([O-:3])=[O:2].CCN(C(C)C)C(C)C.CN(C(ON1N=NC2C=CC=NC1=2)=[N+](C)C)C.F[P-](F)(F)(F)(F)F.[CH3:50][O:51][CH:52]([O:55][CH3:56])[CH2:53][NH2:54], predict the reaction product. (4) Given the reactants [CH2:1]([N:8]1[CH2:13][CH2:12][N:11]2[CH:14]=[N:15][CH:16]=[C:10]2[CH2:9]1)[C:2]1[CH:7]=[CH:6][CH:5]=[CH:4][CH:3]=1.[Li]CCCC.[CH:22](=[O:24])[CH3:23], predict the reaction product. The product is: [CH2:1]([N:8]1[CH2:13][CH2:12][N:11]2[C:14]([CH:22]([OH:24])[CH3:23])=[N:15][CH:16]=[C:10]2[CH2:9]1)[C:2]1[CH:7]=[CH:6][CH:5]=[CH:4][CH:3]=1. (5) Given the reactants [CH2:1]([C:4]1[CH2:5][C@@H:6]2[C@H:9]([CH:10]=1)[C:8](=[CH:11][C:12]([O:14][C:15]([CH3:18])([CH3:17])[CH3:16])=[O:13])[CH2:7]2)[CH2:2][CH3:3].N12CCCN=C1CCCCC2.P([O-])(O)(O)=O.[K+].[N+:36]([CH3:39])([O-:38])=[O:37], predict the reaction product. The product is: [CH2:1]([C:4]1[CH2:5][C@@H:6]2[C@H:9]([CH:10]=1)[C@@:8]([CH2:11][C:12]([O:14][C:15]([CH3:17])([CH3:16])[CH3:18])=[O:13])([CH2:39][N+:36]([O-:38])=[O:37])[CH2:7]2)[CH2:2][CH3:3].